This data is from Forward reaction prediction with 1.9M reactions from USPTO patents (1976-2016). The task is: Predict the product of the given reaction. (1) Given the reactants C(=[N:8][C:9]1([CH2:17][CH2:18][CH2:19][CH2:20][NH:21][C:22](=[O:31])[O:23][CH2:24][C:25]2[CH:30]=[CH:29][CH:28]=[CH:27][CH:26]=2)[CH2:14][CH2:13][C:12](=[O:15])[NH:11][C:10]1=[O:16])C1C=CC=CC=1.[ClH:32], predict the reaction product. The product is: [ClH:32].[NH2:8][C:9]1([CH2:17][CH2:18][CH2:19][CH2:20][NH:21][C:22](=[O:31])[O:23][CH2:24][C:25]2[CH:26]=[CH:27][CH:28]=[CH:29][CH:30]=2)[CH2:14][CH2:13][C:12](=[O:15])[NH:11][C:10]1=[O:16]. (2) Given the reactants C(N(CC)CC)C.C(Cl)Cl.[CH:11]1([CH2:14][N:15]2[C:23]([N:24]3[CH2:29][C@H:28]([CH3:30])[NH:27][C@H:26]([CH3:31])[CH2:25]3)=[N:22][C:21]3[C:16]2=[N:17][C:18]([C:38]2[CH:39]=[N:40][C:41]([NH2:44])=[N:42][CH:43]=2)=[N:19][C:20]=3[N:32]2[CH2:37][CH2:36][O:35][CH2:34][CH2:33]2)[CH2:13][CH2:12]1.[C:45](OC(=O)C)(=[O:47])[CH3:46], predict the reaction product. The product is: [C:45]([N:27]1[C@@H:28]([CH3:30])[CH2:29][N:24]([C:23]2[N:15]([CH2:14][CH:11]3[CH2:13][CH2:12]3)[C:16]3[C:21]([N:22]=2)=[C:20]([N:32]2[CH2:33][CH2:34][O:35][CH2:36][CH2:37]2)[N:19]=[C:18]([C:38]2[CH:39]=[N:40][C:41]([NH2:44])=[N:42][CH:43]=2)[N:17]=3)[CH2:25][C@H:26]1[CH3:31])(=[O:47])[CH3:46]. (3) Given the reactants Br[C:2]1[CH:7]=[N:6][C:5]2=[C:8]([N:11]3[CH2:15][CH2:14][CH2:13][CH2:12]3)[S:9][N:10]=[C:4]2[CH:3]=1.[CH3:16][O:17][C:18]1[CH:19]=[C:20](B(O)O)[CH:21]=[CH:22][C:23]=1[O:24][CH3:25].C([O-])([O-])=O.[K+].[K+], predict the reaction product. The product is: [CH3:16][O:17][C:18]1[CH:19]=[C:20]([C:2]2[CH:7]=[N:6][C:5]3=[C:8]([N:11]4[CH2:15][CH2:14][CH2:13][CH2:12]4)[S:9][N:10]=[C:4]3[CH:3]=2)[CH:21]=[CH:22][C:23]=1[O:24][CH3:25]. (4) Given the reactants Br[C:2]1[C:9]([O:10][CH2:11][CH3:12])=[CH:8][C:5]([CH:6]=[O:7])=[CH:4][C:3]=1[O:13][CH2:14][CH3:15].[F:16][C:17]1[CH:22]=[C:21]([F:23])[CH:20]=[CH:19][C:18]=1B(O)O.P([O-])([O-])([O-])=O.[K+].[K+].[K+], predict the reaction product. The product is: [CH2:14]([O:13][C:3]1[CH:4]=[C:5]([CH:6]=[O:7])[CH:8]=[C:9]([O:10][CH2:11][CH3:12])[C:2]=1[C:20]1[CH:19]=[CH:18][C:17]([F:16])=[CH:22][C:21]=1[F:23])[CH3:15].